From a dataset of NCI-60 drug combinations with 297,098 pairs across 59 cell lines. Regression. Given two drug SMILES strings and cell line genomic features, predict the synergy score measuring deviation from expected non-interaction effect. (1) Drug 1: CC12CCC3C(C1CCC2=O)CC(=C)C4=CC(=O)C=CC34C. Drug 2: CC(C)NC(=O)C1=CC=C(C=C1)CNNC.Cl. Cell line: COLO 205. Synergy scores: CSS=48.8, Synergy_ZIP=3.48, Synergy_Bliss=3.30, Synergy_Loewe=-0.00743, Synergy_HSA=0.162. (2) Drug 1: CC1=CC=C(C=C1)C2=CC(=NN2C3=CC=C(C=C3)S(=O)(=O)N)C(F)(F)F. Drug 2: CCN(CC)CCNC(=O)C1=C(NC(=C1C)C=C2C3=C(C=CC(=C3)F)NC2=O)C. Synergy scores: CSS=-3.48, Synergy_ZIP=2.45, Synergy_Bliss=1.03, Synergy_Loewe=-5.46, Synergy_HSA=-4.71. Cell line: UACC-257.